From a dataset of Full USPTO retrosynthesis dataset with 1.9M reactions from patents (1976-2016). Predict the reactants needed to synthesize the given product. (1) The reactants are: [CH3:1][NH:2][C:3]([CH:5]1[CH2:22][C:21]2[N:23]([CH3:27])[C:24]([CH3:26])=[N:25][C:20]=2[C:19]2[NH:18][C:9]3([CH2:17][C:16]4[C:11](=[CH:12][CH:13]=[CH:14][CH:15]=4)[CH2:10]3)[CH2:8][C:7](=[O:28])[C:6]1=2)=[O:4].ClC1C(=O)C(C#N)=C(C#N)C(=O)C=1Cl.[OH-].[Na+]. Given the product [CH3:1][NH:2][C:3]([C:5]1[C:6]2[C:7](=[O:28])[CH2:8][C:9]3([NH:18][C:19]=2[C:20]2[N:25]=[C:24]([CH3:26])[N:23]([CH3:27])[C:21]=2[CH:22]=1)[CH2:10][C:11]1[C:16](=[CH:15][CH:14]=[CH:13][CH:12]=1)[CH2:17]3)=[O:4], predict the reactants needed to synthesize it. (2) Given the product [ClH:27].[CH3:1][C:2]1[CH:7]=[C:6]([C:8]#[C:9][CH3:10])[CH:5]=[C:4]([CH3:11])[C:3]=1[CH:12]1[C:17](=[O:18])[CH2:16][CH:15]([C:20]2[CH:25]=[CH:24][CH:23]=[CH:22][N:21]=2)[CH2:14][C:13]1=[O:26], predict the reactants needed to synthesize it. The reactants are: [CH3:1][C:2]1[CH:7]=[C:6]([C:8]#[C:9][CH3:10])[CH:5]=[C:4]([CH3:11])[C:3]=1[C:12]1[C:13](=[O:26])[CH2:14][CH:15]([C:20]2[CH:25]=[CH:24][CH:23]=[CH:22][N:21]=2)[CH2:16][C:17]=1[O:18]C.[ClH:27]. (3) Given the product [C:1]([N:5]1[C:9]([C:10]2[CH:11]=[CH:12][C:13]([F:16])=[CH:14][CH:15]=2)=[C:8]([C:17]2[S:18][CH:19]=[C:20]([C:22]([NH:33][CH2:32][CH2:31][CH:28]3[CH2:29][CH2:30][O:25][CH2:26][CH2:27]3)=[O:24])[N:21]=2)[CH:7]=[N:6]1)([CH3:3])([CH3:2])[CH3:4], predict the reactants needed to synthesize it. The reactants are: [C:1]([N:5]1[C:9]([C:10]2[CH:15]=[CH:14][C:13]([F:16])=[CH:12][CH:11]=2)=[C:8]([C:17]2[S:18][CH:19]=[C:20]([C:22]([OH:24])=O)[N:21]=2)[CH:7]=[N:6]1)([CH3:4])([CH3:3])[CH3:2].[O:25]1[CH2:30][CH2:29][CH:28]([CH2:31][CH2:32][NH2:33])[CH2:27][CH2:26]1. (4) Given the product [Cl:1][C:2]1[CH:3]=[CH:4][C:5]([NH:8][C:9]([C:11]2[O:12][C:13]3[CH:29]=[CH:28][CH:27]=[CH:26][C:14]=3[C:15]=2[NH:16][C:17](=[O:25])[CH2:18][CH2:19][CH2:20][C:21]([OH:23])=[O:22])=[O:10])=[N:6][CH:7]=1, predict the reactants needed to synthesize it. The reactants are: [Cl:1][C:2]1[CH:3]=[CH:4][C:5]([NH:8][C:9]([C:11]2[O:12][C:13]3[CH:29]=[CH:28][CH:27]=[CH:26][C:14]=3[C:15]=2[NH:16][C:17](=[O:25])[CH2:18][CH2:19][CH2:20][C:21]([O:23]C)=[O:22])=[O:10])=[N:6][CH:7]=1.[OH-].[Na+].